From a dataset of Forward reaction prediction with 1.9M reactions from USPTO patents (1976-2016). Predict the product of the given reaction. Given the reactants [NH:1]([C:8]1[C:13]([Br:14])=[CH:12][N:11]=[C:10]([NH:15][C:16]2[CH:21]=[CH:20][C:19]([OH:22])=[CH:18][CH:17]=2)[N:9]=1)[C:2]1[CH:7]=[CH:6][CH:5]=[CH:4][CH:3]=1.[C:23]([O:27][C:28]([N:30]1[CH2:35][CH2:34][CH:33]([CH2:36]OS(C2C=CC(C)=CC=2)(=O)=O)[CH2:32][CH2:31]1)=[O:29])([CH3:26])([CH3:25])[CH3:24], predict the reaction product. The product is: [NH:1]([C:8]1[C:13]([Br:14])=[CH:12][N:11]=[C:10]([NH:15][C:16]2[CH:17]=[CH:18][C:19]([O:22][CH2:36][CH:33]3[CH2:34][CH2:35][N:30]([C:28]([O:27][C:23]([CH3:24])([CH3:26])[CH3:25])=[O:29])[CH2:31][CH2:32]3)=[CH:20][CH:21]=2)[N:9]=1)[C:2]1[CH:7]=[CH:6][CH:5]=[CH:4][CH:3]=1.